From a dataset of Full USPTO retrosynthesis dataset with 1.9M reactions from patents (1976-2016). Predict the reactants needed to synthesize the given product. (1) The reactants are: [NH2:1][CH:2]([CH2:8][C:9]1[CH:14]=[CH:13][CH:12]=[C:11]([N+:15]([O-:17])=[O:16])[CH:10]=1)[C:3]([O:5][CH2:6][CH3:7])=[O:4].[C:18](OC(=O)C)(=[O:20])[CH3:19]. Given the product [C:18]([NH:1][CH:2]([CH2:8][C:9]1[CH:14]=[CH:13][CH:12]=[C:11]([N+:15]([O-:17])=[O:16])[CH:10]=1)[C:3]([O:5][CH2:6][CH3:7])=[O:4])(=[O:20])[CH3:19], predict the reactants needed to synthesize it. (2) Given the product [CH2:35]([CH:42]1[CH2:47][CH2:46][N:45]([C:48]2[C:53]([Br:54])=[CH:52][N:51]=[C:50]3[NH:55][C:67]([C:69]4[CH:83]=[CH:82][C:72]([CH2:73][NH:74][C:75](=[O:81])[O:76][C:77]([CH3:80])([CH3:78])[CH3:79])=[CH:71][CH:70]=4)=[N:56][C:49]=23)[CH2:44][CH2:43]1)[C:36]1[CH:41]=[CH:40][CH:39]=[CH:38][CH:37]=1, predict the reactants needed to synthesize it. The reactants are: BrC1C(N2CCN(C(NC3C=CC=CC=3)=O)CC2)=C2N=C(C3C=CC(N(C)C)=CC=3)NC2=NC=1.[CH2:35]([CH:42]1[CH2:47][CH2:46][N:45]([C:48]2[C:53]([Br:54])=[CH:52][N:51]=[C:50]([NH2:55])[C:49]=2[N+:56]([O-])=O)[CH2:44][CH2:43]1)[C:36]1[CH:41]=[CH:40][CH:39]=[CH:38][CH:37]=1.[O-]S(S([O-])=O)=O.[Na+].[Na+].[CH:67]([C:69]1[CH:83]=[CH:82][C:72]([CH2:73][NH:74][C:75](=[O:81])[O:76][C:77]([CH3:80])([CH3:79])[CH3:78])=[CH:71][CH:70]=1)=O. (3) Given the product [Cl:1][C:2]1[C:3]([I:11])=[C:4]([CH2:21][C:22]([OH:17])=[O:12])[CH:5]=[CH:6][CH:7]=1, predict the reactants needed to synthesize it. The reactants are: [Cl:1][C:2]1[C:3]([I:11])=[C:4](CC#N)[CH:5]=[CH:6][CH:7]=1.[OH:12]S(O)(=O)=O.[O:17]1[CH2:22][CH2:21]OCC1.